Dataset: Catalyst prediction with 721,799 reactions and 888 catalyst types from USPTO. Task: Predict which catalyst facilitates the given reaction. (1) Reactant: [NH2:1][C:2]1[N:10]=[CH:9][C:8]([Cl:11])=[CH:7][C:3]=1[C:4]([NH2:6])=[O:5].Br[CH2:13][C:14]1[CH:21]=[C:20]([Cl:22])[CH:19]=[CH:18][C:15]=1[C:16]#[N:17]. Product: [ClH:11].[Cl:11][C:8]1[CH:7]=[C:3]([C:4]([NH2:6])=[O:5])[C:2](=[NH:1])[N:10]([CH2:13][C:14]2[CH:21]=[C:20]([Cl:22])[CH:19]=[CH:18][C:15]=2[C:16]#[N:17])[CH:9]=1. The catalyst class is: 9. (2) Reactant: [NH2:1][C:2]1[C:7]([CH:8]=O)=[CH:6][CH:5]=[CH:4][N:3]=1.[CH3:10][O:11][CH:12]([O:16][CH3:17])[C:13](=O)[CH3:14].C(O)C.[OH-].[Na+]. Product: [CH3:10][O:11][CH:12]([O:16][CH3:17])[C:13]1[CH:14]=[CH:8][C:7]2[C:2](=[N:3][CH:4]=[CH:5][CH:6]=2)[N:1]=1. The catalyst class is: 6. (3) Reactant: [NH:1]1[CH2:6][CH2:5][CH:4]([C:7]([O:9][CH2:10][CH3:11])=[O:8])[CH2:3][CH2:2]1.Cl[C:13]1[CH:18]=[CH:17][C:16]([C:19]([F:22])([F:21])[F:20])=[CH:15][N:14]=1.C(N(CC)CC)C. Product: [F:20][C:19]([F:22])([F:21])[C:16]1[CH:17]=[CH:18][C:13]([N:1]2[CH2:6][CH2:5][CH:4]([C:7]([O:9][CH2:10][CH3:11])=[O:8])[CH2:3][CH2:2]2)=[N:14][CH:15]=1. The catalyst class is: 16. (4) Reactant: [CH:1]1([O:4][C:5]2[CH:6]=[C:7]([C:15]3[N:24](COCC[Si](C)(C)C)[C:18]4[CH:19]=[N:20][NH:21][C:22](=[O:23])[C:17]=4[C:16]=3[C:33]3[CH:38]=[CH:37][CH:36]=[CH:35][CH:34]=3)[CH:8]=[CH:9][C:10]=2[O:11][CH:12]([F:14])[F:13])[CH2:3][CH2:2]1.C1(OC2C=C(C3N(COCC[Si](C)(C)C)C4C=NNC(=O)C=4C=3)C=CC=2OC(F)F)CC1. Product: [CH:1]1([O:4][C:5]2[CH:6]=[C:7]([C:15]3[NH:24][C:18]4[CH:19]=[N:20][NH:21][C:22](=[O:23])[C:17]=4[C:16]=3[C:33]3[CH:38]=[CH:37][CH:36]=[CH:35][CH:34]=3)[CH:8]=[CH:9][C:10]=2[O:11][CH:12]([F:13])[F:14])[CH2:3][CH2:2]1. The catalyst class is: 6. (5) Reactant: [NH2:1][C:2]1[CH:7]=[CH:6][CH:5]=[CH:4][CH:3]=1.C(O[BH-](OC(=O)C)OC(=O)C)(=O)C.[Na+].[CH2:22]([N:30]1[CH2:35][CH2:34][C:33](=O)[CH2:32][CH2:31]1)[CH2:23][C:24]1[CH:29]=[CH:28][CH:27]=[CH:26][CH:25]=1.[OH-].[Na+]. Product: [CH2:22]([N:30]1[CH2:35][CH2:34][CH:33]([NH:1][C:2]2[CH:7]=[CH:6][CH:5]=[CH:4][CH:3]=2)[CH2:32][CH2:31]1)[CH2:23][C:24]1[CH:29]=[CH:28][CH:27]=[CH:26][CH:25]=1. The catalyst class is: 411. (6) Reactant: [OH:1][C@H:2]1[CH2:23][CH2:22][C@@:21]2([CH3:24])[C@@H:4]([CH2:5][CH2:6][C@:7]3([CH3:34])[C:20]2=[CH:19][C:18](=[O:25])[C@@:17]2([OH:26])[C@@:8]3([CH3:33])[CH2:9][CH2:10][C@:11]3([CH3:32])[C@H:16]2[CH2:15][C@@:14]([CH3:31])([C:27]([O:29][CH3:30])=[O:28])[CH2:13][CH2:12]3)[C:3]1([CH3:36])[CH3:35].C(=O)([O-])O.[Na+].CC(OI1(OC(C)=O)(OC(C)=O)OC(=O)C2C=CC=CC1=2)=O.O. Product: [OH:26][C@@:17]12[C@H:16]3[C@:11]([CH3:32])([CH2:12][CH2:13][C@:14]([CH3:31])([C:27]([O:29][CH3:30])=[O:28])[CH2:15]3)[CH2:10][CH2:9][C@@:8]1([CH3:33])[C@@:7]1([CH3:34])[C:20]([C@:21]3([CH3:24])[C@@H:4]([CH2:5][CH2:6]1)[C:3]([CH3:36])([CH3:35])[C:2](=[O:1])[CH2:23][CH2:22]3)=[CH:19][C:18]2=[O:25]. The catalyst class is: 4. (7) Reactant: [O:1]1[CH2:6][CH2:5][O:4][C:3]2[CH:7]=[C:8]([NH:11][S:12]([C:15]3[CH:20]=[CH:19][C:18]([C:21]#[C:22][CH2:23][NH:24][C:25](=[O:36])[CH2:26][O:27][CH2:28][C:29]4[CH:34]=[CH:33][C:32]([F:35])=[CH:31][CH:30]=4)=[CH:17][CH:16]=3)(=[O:14])=[O:13])[CH:9]=[CH:10][C:2]1=2. Product: [O:1]1[CH2:6][CH2:5][O:4][C:3]2[CH:7]=[C:8]([NH:11][S:12]([C:15]3[CH:16]=[CH:17][C:18]([CH2:21][CH2:22][CH2:23][NH:24][C:25](=[O:36])[CH2:26][O:27][CH2:28][C:29]4[CH:30]=[CH:31][C:32]([F:35])=[CH:33][CH:34]=4)=[CH:19][CH:20]=3)(=[O:14])=[O:13])[CH:9]=[CH:10][C:2]1=2. The catalyst class is: 19. (8) Reactant: [H-].[H-].[H-].[H-].[Li+].[Al+3].[CH2:7]([N:9]([C:15]1[CH:16]=[N:17][N:18]2[CH:23]=[CH:22][CH:21]=[CH:20][C:19]=12)[C:10]([CH:12]1[CH2:14][CH2:13]1)=O)[CH3:8].O.[OH-].[Na+]. Product: [CH:12]1([CH2:10][N:9]([CH2:7][CH3:8])[C:15]2[CH:16]=[N:17][N:18]3[CH:23]=[CH:22][CH:21]=[CH:20][C:19]=23)[CH2:13][CH2:14]1. The catalyst class is: 1.